From a dataset of Reaction yield outcomes from USPTO patents with 853,638 reactions. Predict the reaction yield, written as a fraction of the theoretical maximum amount of product (1.0 means a 100% yield; for example, 0.34 means a 34% yield). (1) The reactants are C([O:3][C:4]([C:6]1[CH:7]=[N:8][C:9]2[C:14]([C:15]=1[OH:16])=[CH:13][CH:12]=[CH:11][CH:10]=2)=[O:5])C. The catalyst is [OH-].[Na+]. The product is [O:16]=[C:15]1[C:14]2[C:9](=[CH:10][CH:11]=[CH:12][CH:13]=2)[NH:8][CH:7]=[C:6]1[C:4]([OH:5])=[O:3]. The yield is 0.920. (2) The reactants are Cl.[F:2][C:3]1[CH:8]=[C:7]([N:9]2[CH2:13][CH:12]([CH2:14][N:15]3[CH:19]=[C:18]([Si](C)(C)C)[N:17]=[N:16]3)[O:11][C:10]2=[O:24])[CH:6]=[CH:5][C:4]=1[C:25]1[CH:30]=[CH:29][C:28]([CH2:31][NH:32][CH2:33][C:34]2[N:35]=[N:36][N:37]([CH2:39][C:40]3[CH:45]=[CH:44][C:43]([O:46][CH3:47])=[CH:42][CH:41]=3)[CH:38]=2)=[CH:27][CH:26]=1.[F-].C([N+](CCCC)(CCCC)CCCC)CCC.C1COCC1. The yield is 0.870. The product is [F:2][C:3]1[CH:8]=[C:7]([N:9]2[CH2:13][C@H:12]([CH2:14][N:15]3[CH:19]=[CH:18][N:17]=[N:16]3)[O:11][C:10]2=[O:24])[CH:6]=[CH:5][C:4]=1[C:25]1[CH:26]=[CH:27][C:28]([CH2:31][NH:32][CH2:33][C:34]2[N:35]=[N:36][N:37]([CH2:39][C:40]3[CH:41]=[CH:42][C:43]([O:46][CH3:47])=[CH:44][CH:45]=3)[CH:38]=2)=[CH:29][CH:30]=1. The catalyst is C(O)(=O)C. (3) The reactants are [Cl:1][C:2]1[C:3]([NH:24][C:25]2[CH:33]=[CH:32][CH:31]=[CH:30][C:26]=2[C:27]([OH:29])=[O:28])=[N:4][C:5]([NH:8][C:9]2[CH:23]=[CH:22][C:12]3[CH2:13][CH2:14][N:15]([CH2:18][CH2:19][O:20][CH3:21])[CH2:16][CH2:17][C:11]=3[CH:10]=2)=[N:6][CH:7]=1.[C:34]1(C)C=CC=CC=1.CO.C[Si](C=[N+]=[N-])(C)C. The catalyst is CCCCCC. The product is [CH3:34][O:28][C:27](=[O:29])[C:26]1[CH:30]=[CH:31][CH:32]=[CH:33][C:25]=1[NH:24][C:3]1[C:2]([Cl:1])=[CH:7][N:6]=[C:5]([NH:8][C:9]2[CH:23]=[CH:22][C:12]3[CH2:13][CH2:14][N:15]([CH2:18][CH2:19][O:20][CH3:21])[CH2:16][CH2:17][C:11]=3[CH:10]=2)[N:4]=1. The yield is 0.210. (4) The reactants are [N:1]1[CH:6]=[CH:5][CH:4]=[CH:3][C:2]=1[NH:7][C:8]([N:10]1[C@@H:16]2[CH2:17][N:13]([CH2:14][CH2:15]2)[C:12]2[CH:18]=[CH:19][C:20]([C:22](O)=[O:23])=[N:21][C:11]1=2)=[O:9].CN(C(ON1N=NC2C=CC=NC1=2)=[N+](C)C)C.F[P-](F)(F)(F)(F)F.CCN(C(C)C)C(C)C.[O:58]1[CH2:62][CH2:61][CH:60]([NH2:63])[CH2:59]1. The catalyst is CN(C)C=O. The product is [N:1]1[CH:6]=[CH:5][CH:4]=[CH:3][C:2]=1[NH:7][C:8]([N:10]1[C@@H:16]2[CH2:17][N:13]([CH2:14][CH2:15]2)[C:12]2[CH:18]=[CH:19][C:20]([C:22]([NH:63][CH:60]3[CH2:61][CH2:62][O:58][CH2:59]3)=[O:23])=[N:21][C:11]1=2)=[O:9]. The yield is 0.459.